From a dataset of Reaction yield outcomes from USPTO patents with 853,638 reactions. Predict the reaction yield, written as a fraction of the theoretical maximum amount of product (1.0 means a 100% yield; for example, 0.34 means a 34% yield). (1) The reactants are C([O:3][C:4](=O)[CH2:5][C:6]1[N:10]([CH2:11][C:12]2[CH:17]=[CH:16][C:15](F)=[CH:14][C:13]=2[Cl:19])[C:9]([C:20]2[N:21]=[N:22][N:23]([CH2:28][C:29]3[CH:34]=[C:33]([C:35]([F:38])([F:37])[F:36])[CH:32]=[C:31]([C:39]([F:42])([F:41])[F:40])[CH:30]=3)[C:24]=2[N:25]([CH3:27])[CH3:26])=[N:8][N:7]=1)C.[Li+].[BH4-].[NH4+].[Cl-]. The catalyst is C1COCC1. The product is [F:37][C:35]([F:36])([F:38])[C:33]1[CH:34]=[C:29]([CH:30]=[C:31]([C:39]([F:42])([F:40])[F:41])[CH:32]=1)[CH2:28][N:23]1[C:24]([N:25]([CH3:26])[CH3:27])=[C:20]([C:9]2[N:10]([CH2:11][C:12]3[CH:17]=[CH:16][CH:15]=[CH:14][C:13]=3[Cl:19])[C:6]([CH2:5][CH2:4][OH:3])=[N:7][N:8]=2)[N:21]=[N:22]1. The yield is 0.440. (2) The reactants are [Cl:1][C:2]1[C:7]([N:8]2[CH2:13][CH2:12][CH:11]([C:14]3[CH:19]=[C:18]([F:20])[CH:17]=[C:16]([F:21])[C:15]=3[O:22][CH:23]([F:25])[F:24])[CH2:10][CH2:9]2)=[CH:6][N:5]=[N:4][C:3]=1[NH:26][NH2:27].C1COCC1.C(=O)([O-])[O-].[Na+].[Na+].[CH:39]1([CH2:42][C:43](Cl)=[O:44])[CH2:41][CH2:40]1. The catalyst is C(OCC)(=O)C.C(=O)(O)[O-].[Na+]. The product is [Cl:1][C:2]1[C:7]([N:8]2[CH2:9][CH2:10][CH:11]([C:14]3[CH:19]=[C:18]([F:20])[CH:17]=[C:16]([F:21])[C:15]=3[O:22][CH:23]([F:25])[F:24])[CH2:12][CH2:13]2)=[CH:6][N:5]=[N:4][C:3]=1[NH:26][NH:27][C:43](=[O:44])[CH2:42][CH:39]1[CH2:41][CH2:40]1. The yield is 0.319. (3) The reactants are Cl[C:2]1[C:3]2[CH:17]=[CH:16][C:15](=[O:18])[N:14]([C:19]3[CH:24]=[CH:23][C:22]([F:25])=[CH:21][C:20]=3[F:26])[C:4]=2[N:5]=[C:6]([NH:8][CH:9]([CH2:12][OH:13])[CH2:10][OH:11])[N:7]=1.[CH3:27][S:28][C:29]1[CH:30]=[C:31](B(O)O)[CH:32]=[CH:33][CH:34]=1.C([O-])([O-])=O.[K+].[K+]. The catalyst is O1CCOCC1.O.C1C=CC([P]([Pd]([P](C2C=CC=CC=2)(C2C=CC=CC=2)C2C=CC=CC=2)([P](C2C=CC=CC=2)(C2C=CC=CC=2)C2C=CC=CC=2)[P](C2C=CC=CC=2)(C2C=CC=CC=2)C2C=CC=CC=2)(C2C=CC=CC=2)C2C=CC=CC=2)=CC=1. The product is [CH3:27][S:28][C:29]1[CH:34]=[C:33]([C:2]2[C:3]3[CH:17]=[CH:16][C:15](=[O:18])[N:14]([C:19]4[CH:24]=[CH:23][C:22]([F:25])=[CH:21][C:20]=4[F:26])[C:4]=3[N:5]=[C:6]([NH:8][CH:9]([CH2:12][OH:13])[CH2:10][OH:11])[N:7]=2)[CH:32]=[CH:31][CH:30]=1. The yield is 0.900. (4) No catalyst specified. The reactants are C([O:3][C:4]([C:6]1[O:7][C:8]2[C:13]([C:14](=[O:16])[CH:15]=1)=[CH:12][C:11]([O:17][CH3:18])=[CH:10][C:9]=2[N:19]1[CH2:24][CH2:23][N:22]([CH3:25])[CH2:21][CH2:20]1)=[O:5])C.CO.[ClH:28]. The product is [ClH:28].[CH3:18][O:17][C:11]1[CH:12]=[C:13]2[C:8](=[C:9]([N:19]3[CH2:24][CH2:23][N:22]([CH3:25])[CH2:21][CH2:20]3)[CH:10]=1)[O:7][C:6]([C:4]([OH:5])=[O:3])=[CH:15][C:14]2=[O:16]. The yield is 1.00. (5) The reactants are [CH2:1]([N:8]([CH2:25][CH3:26])[C:9]1[CH:14]=[CH:13][C:12]([C:15]([OH:24])([C:20]([F:23])([F:22])[F:21])[C:16]([F:19])([F:18])[F:17])=[CH:11][CH:10]=1)[C:2]1[CH:7]=[CH:6][CH:5]=[CH:4][CH:3]=1.C1C(=O)N([Cl:34])C(=O)C1. The catalyst is CC(O)C. The product is [CH2:1]([N:8]([CH2:25][CH3:26])[C:9]1[CH:14]=[CH:13][C:12]([C:15]([OH:24])([C:16]([F:17])([F:18])[F:19])[C:20]([F:21])([F:22])[F:23])=[CH:11][C:10]=1[Cl:34])[C:2]1[CH:3]=[CH:4][CH:5]=[CH:6][CH:7]=1. The yield is 0.820. (6) The reactants are [Br:1][C:2]1[CH:3]=[CH:4][C:5](I)=[N:6][CH:7]=1.[C:9]1([CH3:15])[CH:14]=[CH:13][CH:12]=[CH:11][CH:10]=1. The catalyst is C(=O)([O-])[O-].[Na+].[Na+].[Pd].C1(P(C2C=CC=CC=2)C2C=CC=CC=2)C=CC=CC=1.C1(P(C2C=CC=CC=2)C2C=CC=CC=2)C=CC=CC=1.C1(P(C2C=CC=CC=2)C2C=CC=CC=2)C=CC=CC=1.C1(P(C2C=CC=CC=2)C2C=CC=CC=2)C=CC=CC=1. The product is [Br:1][C:2]1[CH:3]=[CH:4][C:5]([C:10]2[CH:11]=[CH:12][CH:13]=[CH:14][C:9]=2[CH3:15])=[N:6][CH:7]=1. The yield is 0.840. (7) The reactants are Br[CH2:2][C:3]([C:5]1[CH:10]=[CH:9][C:8]([NH:11][C:12](=[O:14])[CH3:13])=[CH:7][C:6]=1[F:15])=[O:4].[CH3:16][C:17]1[NH:21][C:20](=[O:22])[C:19]([C:26]2[CH:31]=[CH:30][CH:29]=[CH:28][CH:27]=2)([CH2:23][CH2:24][CH3:25])[N:18]=1.C(=O)([O-])[O-].[K+].CC(C)=O.[K+].C1CCCCC1.C(OCC)(=O)C. The catalyst is C(OCC)(=O)C. The product is [F:15][C:6]1[CH:7]=[C:8]([NH:11][C:12](=[O:14])[CH3:13])[CH:9]=[CH:10][C:5]=1[C:3](=[O:4])[CH2:2][N:21]1[C:20](=[O:22])[C:19]([C:26]2[CH:31]=[CH:30][CH:29]=[CH:28][CH:27]=2)([CH2:23][CH2:24][CH3:25])[N:18]=[C:17]1[CH3:16]. The yield is 0.710.